From a dataset of Acute oral toxicity (LD50) regression data from Zhu et al.. Regression/Classification. Given a drug SMILES string, predict its toxicity properties. Task type varies by dataset: regression for continuous values (e.g., LD50, hERG inhibition percentage) or binary classification for toxic/non-toxic outcomes (e.g., AMES mutagenicity, cardiotoxicity, hepatotoxicity). Dataset: ld50_zhu. (1) The drug is C=C(Cl)COP(C)(=S)Oc1ccc([N+](=O)[O-])cc1. The rat oral LD50 is 3.98, given as -log10 of the dose in mol/kg body weight (higher means more acutely toxic). (2) The molecule is O=C(O)CCc1nc(-c2ccccc2)c(-c2ccccc2)o1. The rat oral LD50 is 1.82, given as -log10 of the dose in mol/kg body weight (higher means more acutely toxic).